Predict the product of the given reaction. From a dataset of Forward reaction prediction with 1.9M reactions from USPTO patents (1976-2016). Given the reactants [OH:1][C:2]1[CH:7]=[CH:6][C:5]([C:8]2[CH:12]=[C:11]([C:13]([NH2:15])=[O:14])[O:10][N:9]=2)=[CH:4][CH:3]=1.C([O-])([O-])=O.[K+].[K+].[F:22][C:23]1[CH:30]=[CH:29][CH:28]=[CH:27][C:24]=1[CH2:25]Br, predict the reaction product. The product is: [F:22][C:23]1[CH:30]=[CH:29][CH:28]=[CH:27][C:24]=1[CH2:25][O:1][C:2]1[CH:3]=[CH:4][C:5]([C:8]2[CH:12]=[C:11]([C:13]([NH2:15])=[O:14])[O:10][N:9]=2)=[CH:6][CH:7]=1.